From a dataset of Peptide-MHC class I binding affinity with 185,985 pairs from IEDB/IMGT. Regression. Given a peptide amino acid sequence and an MHC pseudo amino acid sequence, predict their binding affinity value. This is MHC class I binding data. (1) The peptide sequence is AFFSDLVKF. The MHC is HLA-B40:01 with pseudo-sequence HLA-B40:01. The binding affinity (normalized) is 0.213. (2) The peptide sequence is NLVPMVATV. The MHC is HLA-A02:12 with pseudo-sequence HLA-A02:12. The binding affinity (normalized) is 0.936. (3) The peptide sequence is ARYSNFAWY. The MHC is HLA-B07:02 with pseudo-sequence HLA-B07:02. The binding affinity (normalized) is 0.0847. (4) The peptide sequence is YENFNSQDIL. The MHC is HLA-B44:03 with pseudo-sequence HLA-B44:03. The binding affinity (normalized) is 0.284.